From a dataset of Peptide-MHC class II binding affinity with 134,281 pairs from IEDB. Regression. Given a peptide amino acid sequence and an MHC pseudo amino acid sequence, predict their binding affinity value. This is MHC class II binding data. (1) The peptide sequence is DQVLAQPLGADRK. The MHC is H-2-IAs with pseudo-sequence H-2-IAs. The binding affinity (normalized) is 0. (2) The peptide sequence is DFLELLRYLAVELLP. The MHC is HLA-DPA10201-DPB10501 with pseudo-sequence HLA-DPA10201-DPB10501. The binding affinity (normalized) is 0.116. (3) The peptide sequence is TIAAMMTSPLSVASM. The MHC is HLA-DQA10101-DQB10501 with pseudo-sequence HLA-DQA10101-DQB10501. The binding affinity (normalized) is 0.397.